From a dataset of Full USPTO retrosynthesis dataset with 1.9M reactions from patents (1976-2016). Predict the reactants needed to synthesize the given product. (1) Given the product [C:5]([S:9][C:10]1[C:11]2[S:18][CH:17]=[C:16]([C:19]3[CH2:23][CH:22]([CH2:24][O:25][CH2:2][O:3][CH3:4])[C:21](=[O:26])[CH:20]=3)[C:12]=2[N:13]=[CH:14][N:15]=1)([CH3:8])([CH3:6])[CH3:7], predict the reactants needed to synthesize it. The reactants are: Cl[CH2:2][O:3][CH3:4].[C:5]([S:9][C:10]1[C:11]2[S:18][CH:17]=[C:16]([C:19]3[CH2:23][CH:22]([CH2:24][OH:25])[C:21](=[O:26])[CH:20]=3)[C:12]=2[N:13]=[CH:14][N:15]=1)([CH3:8])([CH3:7])[CH3:6].C(N(CC)C(C)C)(C)C. (2) Given the product [CH:8]1([NH:12][C:13]2[N:14]=[C:15]3[CH2:38][CH2:37][N:36]([C:2](=[O:1])[CH3:4])[CH2:35][C:16]3=[N:17][C:18]=2[N:19]2[CH2:20][CH2:21][CH:22]([O:25][C:26]3[CH:31]=[CH:30][C:29]([O:32][CH3:33])=[CH:28][C:27]=3[F:34])[CH2:23][CH2:24]2)[CH2:11][CH2:10][CH2:9]1.[C:2]([OH:3])([C:4]([F:7])([F:6])[F:5])=[O:1], predict the reactants needed to synthesize it. The reactants are: [OH:1][C:2]([C:4]([F:7])([F:6])[F:5])=[O:3].[CH:8]1([NH:12][C:13]2[N:14]=[C:15]3[CH2:38][CH2:37][NH:36][CH2:35][C:16]3=[N:17][C:18]=2[N:19]2[CH2:24][CH2:23][CH:22]([O:25][C:26]3[CH:31]=[CH:30][C:29]([O:32][CH3:33])=[CH:28][C:27]=3[F:34])[CH2:21][CH2:20]2)[CH2:11][CH2:10][CH2:9]1.C(OC(=O)C)(=O)C.N1C=CC=CC=1. (3) Given the product [CH2:1]([N:8]([CH2:14][CH:15]1[CH2:17][CH:16]1[CH3:21])[CH2:9][CH2:10][O:11][CH3:12])[C:2]1[CH:7]=[CH:6][CH:5]=[CH:4][CH:3]=1, predict the reactants needed to synthesize it. The reactants are: [CH2:1]([N:8]([CH2:14][CH:15]1[CH2:17][CH:16]1OC)[C:9](=O)[CH2:10][O:11][CH3:12])[C:2]1[CH:7]=[CH:6][CH:5]=[CH:4][CH:3]=1.B.[CH2:21]1COCC1. (4) The reactants are: [CH:1]1[C:10]2[C:5](=[CH:6][CH:7]=[CH:8][CH:9]=2)[CH:4]=[CH:3][C:2]=1[C:11]1[CH:16]=[CH:15][N:14]=[C:13]([N:17]2[CH2:20][CH:19]([CH2:21][NH:22]C(=O)OC(C)(C)C)[CH2:18]2)[N:12]=1.C(O)(C(F)(F)F)=O.C(Cl)Cl. Given the product [CH:1]1[C:10]2[C:5](=[CH:6][CH:7]=[CH:8][CH:9]=2)[CH:4]=[CH:3][C:2]=1[C:11]1[CH:16]=[CH:15][N:14]=[C:13]([N:17]2[CH2:20][CH:19]([CH2:21][NH2:22])[CH2:18]2)[N:12]=1, predict the reactants needed to synthesize it. (5) Given the product [CH3:1][O:2][C:3]1[CH:12]=[C:11]2[C:6]([CH:7]=[C:8]([NH:18][CH2:25][C:24]3[CH:23]=[CH:22][C:21]([C:20]([F:19])([F:29])[F:30])=[CH:28][CH:27]=3)[C:9]([C:13]3[CH:17]=[CH:16][S:15][CH:14]=3)=[N:10]2)=[CH:5][CH:4]=1, predict the reactants needed to synthesize it. The reactants are: [CH3:1][O:2][C:3]1[CH:12]=[C:11]2[C:6]([CH:7]=[C:8]([NH2:18])[C:9]([C:13]3[CH:17]=[CH:16][S:15][CH:14]=3)=[N:10]2)=[CH:5][CH:4]=1.[F:19][C:20]([F:30])([F:29])[C:21]1[CH:28]=[CH:27][C:24]([CH:25]=O)=[CH:23][CH:22]=1.C(O[BH-](OC(=O)C)OC(=O)C)(=O)C.[Na+].[OH-].[Na+].